This data is from Peptide-MHC class II binding affinity with 134,281 pairs from IEDB. The task is: Regression. Given a peptide amino acid sequence and an MHC pseudo amino acid sequence, predict their binding affinity value. This is MHC class II binding data. (1) The peptide sequence is PAAHAAQGYKVLVLNPSVAA. The MHC is DRB1_0401 with pseudo-sequence DRB1_0401. The binding affinity (normalized) is 0.786. (2) The peptide sequence is SINYRTEIDKPSQHH. The MHC is DRB1_0401 with pseudo-sequence DRB1_0401. The binding affinity (normalized) is 0.520.